Dataset: Forward reaction prediction with 1.9M reactions from USPTO patents (1976-2016). Task: Predict the product of the given reaction. (1) Given the reactants [Cl:1][C:2]1[CH:3]=[C:4](B(O)O)[CH:5]=[CH:6][C:7]=1[C:8]([F:11])([F:10])[F:9].Br[C:16]1[CH:17]=[C:18]2[C:23](=[CH:24][CH:25]=1)[NH:22][C:21](=[O:26])[CH2:20][CH2:19]2.O, predict the reaction product. The product is: [Cl:1][C:2]1[CH:3]=[C:4]([C:16]2[CH:17]=[C:18]3[C:23](=[CH:24][CH:25]=2)[NH:22][C:21](=[O:26])[CH2:20][CH2:19]3)[CH:5]=[CH:6][C:7]=1[C:8]([F:11])([F:10])[F:9]. (2) Given the reactants [Br:1][C:2]1[CH:7]=[CH:6][N:5]=[C:4]([C:8]([OH:10])=O)[CH:3]=1.CN1CCOCC1.F[P-](F)(F)(F)(F)F.N1(OC(N(C)C)=[N+](C)C)C2N=CC=CC=2N=N1.[NH2:42][C:43]1[CH:48]=[CH:47][CH:46]=[CH:45][CH:44]=1, predict the reaction product. The product is: [C:43]1([NH:42][C:8]([C:4]2[CH:3]=[C:2]([Br:1])[CH:7]=[CH:6][N:5]=2)=[O:10])[CH:48]=[CH:47][CH:46]=[CH:45][CH:44]=1. (3) Given the reactants [NH:1]1[C:5]([C:6]2[CH:7]=[C:8]3[C:13](=[CH:14][CH:15]=2)[C:12](=O)[CH2:11][CH2:10][CH2:9]3)=[N:4][N:3]=[N:2]1.Cl.[CH2:18]([C:22]1[CH:27]=[CH:26][C:25]([C:28]2[CH:33]=[CH:32][CH:31]=[C:30]([NH:34]N)[CH:29]=2)=[CH:24][CH:23]=1)[CH2:19][CH2:20][CH3:21], predict the reaction product. The product is: [CH2:18]([C:22]1[CH:27]=[CH:26][C:25]([C:28]2[CH:29]=[C:30]3[C:31]([C:11]4[CH2:10][CH2:9][C:8]5[CH:7]=[C:6]([C:5]6[NH:4][N:3]=[N:2][N:1]=6)[CH:15]=[CH:14][C:13]=5[C:12]=4[NH:34]3)=[CH:32][CH:33]=2)=[CH:24][CH:23]=1)[CH2:19][CH2:20][CH3:21]. (4) Given the reactants [Br:1][C:2]1[CH:3]=[C:4]([OH:11])[CH:5]=[CH:6][C:7]=1[S:8]C#N.O.O.O.O.O.O.O.O.O.[S-2].[Na+].[Na+].C(O)(=O)C, predict the reaction product. The product is: [Br:1][C:2]1[CH:3]=[C:4]([OH:11])[CH:5]=[CH:6][C:7]=1[SH:8]. (5) Given the reactants C(O[CH:4]=[C:5]1[C:16]2[C:8](=[CH:9][CH:10]=[C:11]3[C:15]=2[S:14][CH:13]=[N:12]3)[NH:7][C:6]1=[O:17])C.[NH2:18][C:19]1[CH:24]=[CH:23][C:22]([S:25]([NH:28][C:29]2[CH:37]=[C:36]3[C:32]([CH:33]=[N:34][NH:35]3)=[CH:31][CH:30]=2)(=[O:27])=[O:26])=[CH:21][CH:20]=1, predict the reaction product. The product is: [NH:35]1[C:36]2[C:32](=[CH:31][CH:30]=[C:29]([NH:28][S:25]([C:22]3[CH:21]=[CH:20][C:19]([NH:18][CH:4]=[C:5]4[C:16]5[C:8](=[CH:9][CH:10]=[C:11]6[C:15]=5[S:14][CH:13]=[N:12]6)[NH:7][C:6]4=[O:17])=[CH:24][CH:23]=3)(=[O:27])=[O:26])[CH:37]=2)[CH:33]=[N:34]1. (6) Given the reactants Br[C:2]1[CH:3]=[C:4]([CH:8]2[CH2:17][C:16]([CH3:19])([CH3:18])[C:15]3[C:10](=[C:11]([Cl:22])[CH:12]=[C:13]([C:20]#[N:21])[CH:14]=3)[NH:9]2)[CH:5]=[CH:6][CH:7]=1.[NH2:23][C:24]([CH3:29])([CH3:28])[C:25]([OH:27])=[O:26].C(=O)([O-])[O-].[K+].[K+], predict the reaction product. The product is: [Cl:22][C:11]1[CH:12]=[C:13]([C:20]#[N:21])[CH:14]=[C:15]2[C:10]=1[NH:9][CH:8]([C:4]1[CH:3]=[C:2]([NH:23][C:24]([CH3:29])([CH3:28])[C:25]([OH:27])=[O:26])[CH:7]=[CH:6][CH:5]=1)[CH2:17][C:16]2([CH3:19])[CH3:18]. (7) Given the reactants [CH3:1][OH:2].[S:3](=[O:7])(=[O:6])([OH:5])[OH:4].[CH:8]([Cl:11])([Cl:10])[Cl:9], predict the reaction product. The product is: [CH:8]([Cl:11])([Cl:10])[Cl:9].[CH3:1][OH:2].[S:3](=[O:5])(=[O:4])([OH:7])[OH:6].